Dataset: Reaction yield outcomes from USPTO patents with 853,638 reactions. Task: Predict the reaction yield, written as a fraction of the theoretical maximum amount of product (1.0 means a 100% yield; for example, 0.34 means a 34% yield). (1) The reactants are Cl.[Cl:2][C:3]1[CH:12]=[C:11]2[C:6]([CH2:7][CH:8]([C:13]([OH:15])=[O:14])[NH:9][CH2:10]2)=[CH:5][CH:4]=1.[OH-].[Na+].[C:18]([O:22][C:23](O[C:23]([O:22][C:18]([CH3:21])([CH3:20])[CH3:19])=[O:24])=[O:24])([CH3:21])([CH3:20])[CH3:19]. The catalyst is O1CCOCC1. The product is [C:18]([O:22][C:23]([N:9]1[CH:8]([C:13]([OH:15])=[O:14])[CH2:7][C:6]2[C:11](=[CH:12][C:3]([Cl:2])=[CH:4][CH:5]=2)[CH2:10]1)=[O:24])([CH3:21])([CH3:20])[CH3:19]. The yield is 0.790. (2) The reactants are [CH:1]1([NH:6][C:7](=[O:23])[NH:8][C@H:9]([C:17]2[CH:22]=[CH:21][CH:20]=[CH:19][CH:18]=2)[C:10]([O:12]C(C)(C)C)=[O:11])[CH2:5][CH2:4][CH2:3][CH2:2]1.C(O)(C(F)(F)F)=O. The catalyst is C(Cl)Cl. The product is [CH:1]1([NH:6][C:7](=[O:23])[NH:8][C@H:9]([C:17]2[CH:18]=[CH:19][CH:20]=[CH:21][CH:22]=2)[C:10]([OH:12])=[O:11])[CH2:5][CH2:4][CH2:3][CH2:2]1. The yield is 0.640.